This data is from Peptide-MHC class II binding affinity with 134,281 pairs from IEDB. The task is: Regression. Given a peptide amino acid sequence and an MHC pseudo amino acid sequence, predict their binding affinity value. This is MHC class II binding data. (1) The peptide sequence is WVAMTKGEGGV. The MHC is DRB1_0301 with pseudo-sequence DRB1_0301. The binding affinity (normalized) is 0. (2) The peptide sequence is IFKISKTVSEGAVDI. The MHC is HLA-DPA10103-DPB10201 with pseudo-sequence HLA-DPA10103-DPB10201. The binding affinity (normalized) is 0.0626. (3) The peptide sequence is KKLGMLLMTGGVTLVRK. The MHC is HLA-DQA10201-DQB10301 with pseudo-sequence HLA-DQA10201-DQB10301. The binding affinity (normalized) is 0.797. (4) The peptide sequence is SKLTYENVKMEDVGY. The MHC is DRB1_1602 with pseudo-sequence DRB1_1602. The binding affinity (normalized) is 0.236. (5) The peptide sequence is CTNAKVTAKGVSEAN. The binding affinity (normalized) is 0.125. The MHC is DRB1_1001 with pseudo-sequence DRB1_1001. (6) The peptide sequence is SPSKRNQTFLQGLRY. The MHC is DRB1_0101 with pseudo-sequence DRB1_0101. The binding affinity (normalized) is 0.582. (7) The peptide sequence is AFKVAATAANPAPAN. The MHC is DRB1_0901 with pseudo-sequence DRB1_0901. The binding affinity (normalized) is 0.643.